Dataset: Full USPTO retrosynthesis dataset with 1.9M reactions from patents (1976-2016). Task: Predict the reactants needed to synthesize the given product. (1) The reactants are: C[O:2][C:3](=[O:28])[CH:4]([C:9]1[CH:14]=[C:13]([NH:15][C:16]2[CH:21]=[CH:20][CH:19]=[C:18]([N+:22]([O-:24])=[O:23])[CH:17]=2)[CH:12]=[CH:11][C:10]=1[N+:25]([O-:27])=[O:26])C(OC)=O. Given the product [N+:25]([C:10]1[CH:11]=[CH:12][C:13]([NH:15][C:16]2[CH:21]=[CH:20][CH:19]=[C:18]([N+:22]([O-:24])=[O:23])[CH:17]=2)=[CH:14][C:9]=1[CH2:4][C:3]([OH:28])=[O:2])([O-:27])=[O:26], predict the reactants needed to synthesize it. (2) The reactants are: [CH2:1]([O:3][C:4]([C:6]1[NH:7][CH:8]=[CH:9][CH:10]=1)=[O:5])[CH3:2].[CH:11]1[C:20]2[C:15](=[CH:16][CH:17]=[CH:18][CH:19]=2)[CH:14]=[CH:13][C:12]=1[CH2:21][C:22](Cl)=[O:23]. Given the product [CH2:1]([O:3][C:4]([C:6]1[NH:7][CH:8]=[C:9]([C:22](=[O:23])[CH2:21][C:12]2[CH:13]=[CH:14][C:15]3[C:20](=[CH:19][CH:18]=[CH:17][CH:16]=3)[CH:11]=2)[CH:10]=1)=[O:5])[CH3:2], predict the reactants needed to synthesize it.